This data is from Forward reaction prediction with 1.9M reactions from USPTO patents (1976-2016). The task is: Predict the product of the given reaction. (1) Given the reactants [CH2:1]([C:3]1[C:8](=[O:9])[N:7]2[N:10]=[CH:11][C:12]([C:13]#[N:14])=[C:6]2[NH:5][C:4]=1[CH3:15])[CH3:2].[OH:16]/[N:17]=[C:18](\Cl)/[C:19]1[CH:24]=[CH:23][CH:22]=[CH:21][N:20]=1.C(N(CC)CC)C, predict the reaction product. The product is: [CH2:1]([C:3]1[C:8](=[O:9])[N:7]2[N:10]=[CH:11][C:12]([C:13]3[O:16][N:17]=[C:18]([C:19]4[CH:24]=[CH:23][CH:22]=[CH:21][N:20]=4)[N:14]=3)=[C:6]2[NH:5][C:4]=1[CH3:15])[CH3:2]. (2) Given the reactants C([O:8][C:9](=[O:17])[C@@:10]1([C:13]([F:16])([F:15])[F:14])[O:12][CH2:11]1)C1C=CC=CC=1.[H][H], predict the reaction product. The product is: [O:12]1[CH2:11][C@@:10]1([C:13]([F:16])([F:15])[F:14])[C:9]([OH:17])=[O:8]. (3) Given the reactants [C:1]([C:3]1[CH:4]=[N:5][C:6]2[C:11]([CH:12]=1)=[CH:10][C:9]([O:13][CH:14]([S:18][CH3:19])[C:15]([OH:17])=O)=[CH:8][CH:7]=2)#[CH:2].CN(C(ON1N=NC2C=CC=CC1=2)=[N+](C)C)C.[B-](F)(F)(F)F.[NH2:42][C:43]1([CH2:47][OH:48])[CH2:46][CH2:45][CH2:44]1.[NH4+].[Cl-], predict the reaction product. The product is: [C:1]([C:3]1[CH:4]=[N:5][C:6]2[C:11]([CH:12]=1)=[CH:10][C:9]([O:13][CH:14]([S:18][CH3:19])[C:15]([NH:42][C:43]1([CH2:47][OH:48])[CH2:46][CH2:45][CH2:44]1)=[O:17])=[CH:8][CH:7]=2)#[CH:2]. (4) The product is: [CH2:41]([N:2]1[CH2:7][CH2:6][CH:5]([O:8][C:9]2[CH:10]=[CH:11][C:12]([C:15]([NH:17][C:18]3[CH:19]=[CH:20][C:21]([NH:24][C:25]([NH:27][C:28]4[CH:32]=[C:31]([C:33]([CH3:39])([CH3:38])[C:34]([F:37])([F:35])[F:36])[O:30][N:29]=4)=[O:26])=[CH:22][CH:23]=3)=[O:16])=[N:13][CH:14]=2)[CH2:4][CH2:3]1)[CH3:42]. Given the reactants Cl.[NH:2]1[CH2:7][CH2:6][CH:5]([O:8][C:9]2[CH:10]=[CH:11][C:12]([C:15]([NH:17][C:18]3[CH:23]=[CH:22][C:21]([NH:24][C:25]([NH:27][C:28]4[CH:32]=[C:31]([C:33]([CH3:39])([CH3:38])[C:34]([F:37])([F:36])[F:35])[O:30][N:29]=4)=[O:26])=[CH:20][CH:19]=3)=[O:16])=[N:13][CH:14]=2)[CH2:4][CH2:3]1.Cl.[C:41](C1ON=C(NC(=O)NC2C=CC(NC(=O)C3C=C(OC4CCNCC4)C=CN=3)=CC=2)C=1)(C)(C)[CH3:42], predict the reaction product. (5) Given the reactants [Br:1][C:2]1[CH:10]=[CH:9][C:5]2[CH2:6]S[CH2:8][C:4]=2[CH:3]=1.O[O:12][S:13]([O-:15])=O.[K+].S(=O)(O)[O-].[Na+].C([O-])(O)=O.[Na+], predict the reaction product. The product is: [Br:1][C:2]1[CH:10]=[CH:9][C:5]2[CH2:6][S:13](=[O:15])(=[O:12])[CH2:8][C:4]=2[CH:3]=1.